Dataset: Peptide-MHC class II binding affinity with 134,281 pairs from IEDB. Task: Regression. Given a peptide amino acid sequence and an MHC pseudo amino acid sequence, predict their binding affinity value. This is MHC class II binding data. The peptide sequence is WQTLSAALDAQAVEL. The MHC is DRB1_0802 with pseudo-sequence DRB1_0802. The binding affinity (normalized) is 0.814.